From a dataset of Reaction yield outcomes from USPTO patents with 853,638 reactions. Predict the reaction yield, written as a fraction of the theoretical maximum amount of product (1.0 means a 100% yield; for example, 0.34 means a 34% yield). (1) The reactants are [Cl:1][C:2]1[CH:7]=[C:6]([Cl:8])[CH:5]=[CH:4][C:3]=1[CH:9]1[S:15][C:14]([CH3:17])([CH3:16])[CH2:13][NH:12][C:11]2[N:18]([CH3:22])[N:19]=[C:20]([CH3:21])[C:10]1=2.[H-].[Na+].CI.[C:27](=O)(O)[O-].[Na+].Cl. The catalyst is CN(C=O)C.C(OCC)(=O)C.C(Cl)Cl.C(OCC)(=O)C. The product is [ClH:1].[Cl:1][C:2]1[CH:7]=[C:6]([Cl:8])[CH:5]=[CH:4][C:3]=1[CH:9]1[S:15][C:14]([CH3:17])([CH3:16])[CH2:13][N:12]([CH3:27])[C:11]2[N:18]([CH3:22])[N:19]=[C:20]([CH3:21])[C:10]1=2. The yield is 0.390. (2) The reactants are Br[C:2]1[CH:3]=[C:4]2[C:9](=[CH:10][CH:11]=1)[N:8]([C:12](=O)[CH2:13]Cl)[CH2:7][CH2:6][CH2:5]2.CN(C)CCN1[C:28]2[C:23](=CC([N+]([O-])=O)=[CH:26][CH:27]=2)CC1.[C:33]([OH:36])(=O)[CH3:34].C(O[BH-](OC(=O)C)OC(=O)C)(=[O:39])C.[Na+].[OH-].[Na+]. The catalyst is ClCCCl. The product is [O:39]1[C:28]2([CH2:23][CH2:13][CH:12]([N:8]3[C:9]4[C:4](=[CH:3][CH:2]=[CH:11][CH:10]=4)[CH2:5][CH2:6][CH2:7]3)[CH2:26][CH2:27]2)[O:36][CH2:33][CH2:34]1. The yield is 0.536.